Dataset: Reaction yield outcomes from USPTO patents with 853,638 reactions. Task: Predict the reaction yield, written as a fraction of the theoretical maximum amount of product (1.0 means a 100% yield; for example, 0.34 means a 34% yield). (1) The product is [CH3:44][CH:43]([CH3:45])[CH2:42][CH2:41][N:7]([CH2:6][CH2:5][CH:4]([CH3:46])[CH3:3])[C:8]([C:10]1[CH:11]=[CH:12][C:13]2[N:17]=[C:16]([NH:18][C:19]3[CH:28]=[CH:27][C:22]([C:23]([OH:25])=[O:24])=[CH:21][CH:20]=3)[N:15]([CH2:29][CH2:30][CH2:31][NH:32][C:33]([O:35][C:36]([CH3:39])([CH3:37])[CH3:38])=[O:34])[C:14]=2[CH:40]=1)=[O:9]. The reactants are [OH-].[Li+].[CH3:3][CH:4]([CH3:46])[CH2:5][CH2:6][N:7]([CH2:41][CH2:42][CH:43]([CH3:45])[CH3:44])[C:8]([C:10]1[CH:11]=[CH:12][C:13]2[N:17]=[C:16]([NH:18][C:19]3[CH:28]=[CH:27][C:22]([C:23]([O:25]C)=[O:24])=[CH:21][CH:20]=3)[N:15]([CH2:29][CH2:30][CH2:31][NH:32][C:33]([O:35][C:36]([CH3:39])([CH3:38])[CH3:37])=[O:34])[C:14]=2[CH:40]=1)=[O:9]. The yield is 0.790. The catalyst is O1CCCC1.O.C(OCC)C. (2) The reactants are [NH2:1][C:2]1[N:7]=[CH:6][N:5]=[C:4]2[N:8]([CH2:25][C@H:26]3[CH2:30][CH2:29][CH2:28][N:27]3C(OC(C)(C)C)=O)[N:9]=[C:10]([C:11]3[CH:16]=[CH:15][C:14]([O:17][C:18]4[CH:23]=[CH:22][CH:21]=[CH:20][C:19]=4[F:24])=[CH:13][CH:12]=3)[C:3]=12.FC(F)(F)C(O)=O. The catalyst is ClCCl. The product is [F:24][C:19]1[CH:20]=[CH:21][CH:22]=[CH:23][C:18]=1[O:17][C:14]1[CH:13]=[CH:12][C:11]([C:10]2[C:3]3[C:4](=[N:5][CH:6]=[N:7][C:2]=3[NH2:1])[N:8]([CH2:25][C@H:26]3[CH2:30][CH2:29][CH2:28][NH:27]3)[N:9]=2)=[CH:16][CH:15]=1. The yield is 0.620. (3) The reactants are [F:1][C:2]1[C:3]([N:30]2[CH2:35][CH2:34][N:33](C(OC(C)(C)C)=O)[CH2:32][CH2:31]2)=[N:4][CH:5]=[C:6]([C:8]2[CH:9]=[C:10]3[C:16]([C:17]4[CH:18]=[N:19][N:20]([CH2:22][C:23]5[CH:28]=[CH:27][CH:26]=[C:25]([F:29])[CH:24]=5)[CH:21]=4)=[CH:15][NH:14][C:11]3=[N:12][CH:13]=2)[CH:7]=1. The catalyst is CO.Cl.CCOCC. The product is [F:1][C:2]1[CH:7]=[C:6]([C:8]2[CH:9]=[C:10]3[C:16]([C:17]4[CH:18]=[N:19][N:20]([CH2:22][C:23]5[CH:28]=[CH:27][CH:26]=[C:25]([F:29])[CH:24]=5)[CH:21]=4)=[CH:15][NH:14][C:11]3=[N:12][CH:13]=2)[CH:5]=[N:4][C:3]=1[N:30]1[CH2:35][CH2:34][NH:33][CH2:32][CH2:31]1. The yield is 0.562. (4) The catalyst is O1CCOCC1. The yield is 0.790. The product is [NH:25]([C:26]([O:27][CH2:28][C:29]1[CH:34]=[CH:33][CH:32]=[CH:31][CH:30]=1)=[O:35])[C@@H:23]([C:37]([OH:40])=[O:39])[CH3:19]. The reactants are C([O-])(=O)C.[Na+].C(O)(=O)C.IC1C=CC(C2N=[C:19]([C@H:23]([N:25](C)[C:26](=[O:35])[O:27][CH2:28][C:29]3[CH:34]=[CH:33][CH:32]=[CH:31][CH:30]=3)C)N(C)C=2)=CC=1.[C:37]([O-:40])([OH:39])=O.[Na+]. (5) The reactants are [CH:1]1[C:10]2[CH2:9][CH2:8][CH2:7][CH2:6][C:5]=2[CH:4]=[CH:3][C:2]=1[C:11]1[NH:15][CH:14]=[N:13][CH:12]=1.[H-].[Na+].[CH3:18][Si:19]([CH2:22][CH2:23][O:24][CH2:25]Cl)([CH3:21])[CH3:20]. No catalyst specified. The product is [CH:1]1[C:10]2[CH2:9][CH2:8][CH2:7][CH2:6][C:5]=2[CH:4]=[CH:3][C:2]=1[C:11]1[N:15]([CH2:25][O:24][CH2:23][CH2:22][Si:19]([CH3:21])([CH3:20])[CH3:18])[CH:14]=[N:13][CH:12]=1. The yield is 0.520.